This data is from Catalyst prediction with 721,799 reactions and 888 catalyst types from USPTO. The task is: Predict which catalyst facilitates the given reaction. (1) Reactant: [OH-].[Na+].Br[CH2:4][C:5]([OH:7])=[O:6].[CH3:8][C:9]1[CH:10]=[C:11]([CH:14]=[C:15]([CH3:18])[C:16]=1[OH:17])[CH:12]=[O:13].Cl. Product: [CH:12]([C:11]1[CH:14]=[C:15]([CH3:18])[C:16]([O:17][CH2:4][C:5]([OH:7])=[O:6])=[C:9]([CH3:8])[CH:10]=1)=[O:13]. The catalyst class is: 6. (2) Reactant: C1(P(=O)(C2C=CC=CC=2)C2C=CC=CC=2)C=CC=CC=1.FC(F)(F)S(OS(C(F)(F)F)(=O)=O)(=O)=O.C([S:43][CH:44]([CH:74]([O:77][CH3:78])[O:75][CH3:76])[CH2:45][NH:46][C:47]([C:49]1[NH:50][C:51]2[C:56]([CH:57]=1)=[CH:55][C:54]([O:58][CH2:59][CH2:60][O:61][CH3:62])=[CH:53][C:52]=2[N:63]([CH3:73])[S:64]([C:67]1[N:68]([CH3:72])[CH:69]=[CH:70][N:71]=1)(=[O:66])=[O:65])=O)C1C=CC=CC=1.C1(SC)C=CC=CC=1. Product: [CH3:78][O:77][CH:74]([O:75][CH3:76])[CH:44]1[S:43][C:47]([C:49]2[NH:50][C:51]3[C:56]([CH:57]=2)=[CH:55][C:54]([O:58][CH2:59][CH2:60][O:61][CH3:62])=[CH:53][C:52]=3[N:63]([CH3:73])[S:64]([C:67]2[N:68]([CH3:72])[CH:69]=[CH:70][N:71]=2)(=[O:66])=[O:65])=[N:46][CH2:45]1. The catalyst class is: 46. (3) Reactant: [CH3:1][O:2][C:3]1[CH:4]=[C:5]([CH:10]=[O:11])[CH:6]=[CH:7][C:8]=1[OH:9].[CH2:12](Br)[C:13]1[CH:18]=[CH:17][CH:16]=[CH:15][CH:14]=1.C(=O)([O-])[O-].[K+].[K+].CN(C)C=O. Product: [CH2:12]([O:9][C:8]1[CH:7]=[CH:6][C:5]([CH:10]=[O:11])=[CH:4][C:3]=1[O:2][CH3:1])[C:13]1[CH:18]=[CH:17][CH:16]=[CH:15][CH:14]=1. The catalyst class is: 6. (4) Reactant: [NH2:1][C:2]1[O:3][CH2:4][C@:5]2([C:19]3[C:14](=[N:15][CH:16]=[C:17]([C:20]4[CH2:21][CH2:22][O:23][CH2:24][CH:25]=4)[CH:18]=3)[O:13][C:12]3[C:7]2=[CH:8][C:9]([OH:26])=[CH:10][CH:11]=3)[N:6]=1. Product: [NH2:1][C:2]1[O:3][CH2:4][C@:5]2([C:19]3[C:14](=[N:15][CH:16]=[C:17]([CH:20]4[CH2:25][CH2:24][O:23][CH2:22][CH2:21]4)[CH:18]=3)[O:13][C:12]3[C:7]2=[CH:8][C:9]([OH:26])=[CH:10][CH:11]=3)[N:6]=1. The catalyst class is: 43. (5) Reactant: [CH2:1]([O:3][C:4]([C:6]1[NH:7][C:8]2[C:13]([CH:14]=1)=[CH:12][C:11]([O:15][C@H:16]1[CH2:20][CH2:19][N:18]([CH2:21][C:22]3C=CC=CC=3)[CH2:17]1)=[CH:10][CH:9]=2)=[O:5])[CH3:2].[C:28]([O-])([O-])=O.[K+].[K+].IC(C)C. Product: [CH2:1]([O:3][C:4]([C:6]1[NH:7][C:8]2[C:13]([CH:14]=1)=[CH:12][C:11]([O:15][C@H:16]1[CH2:20][CH2:19][N:18]([CH:21]([CH3:22])[CH3:28])[CH2:17]1)=[CH:10][CH:9]=2)=[O:5])[CH3:2]. The catalyst class is: 331. (6) Reactant: [F:1][C:2]([F:26])([F:25])[C:3]([N:5]1[CH2:11][CH2:10][C:9]2[CH:12]=[CH:13][C:14]([CH2:16][NH:17][C:18](=[O:24])[O:19][C:20]([CH3:23])([CH3:22])[CH3:21])=[CH:15][C:8]=2[CH2:7][CH2:6]1)=[O:4].[CH3:27][Si]([NH-])(C)C.C[Si]([NH-])(C)C.[Na+].[Na+].IC. Product: [CH3:27][N:17]([CH2:16][C:14]1[CH:13]=[CH:12][C:9]2[CH2:10][CH2:11][N:5]([C:3](=[O:4])[C:2]([F:1])([F:25])[F:26])[CH2:6][CH2:7][C:8]=2[CH:15]=1)[C:18](=[O:24])[O:19][C:20]([CH3:23])([CH3:21])[CH3:22]. The catalyst class is: 39. (7) Reactant: Cl.[F:2][C:3]([F:34])([F:33])[C:4]1[CH:28]=[C:27]([C:29]([F:32])([F:31])[F:30])[CH:26]=[CH:25][C:5]=1[CH2:6][N:7]1[CH2:12][CH2:11][CH:10](/[CH:13]=[C:14]2/[C:15]([NH:20][CH2:21][C:22](O)=[O:23])=[N:16][C:17](=[O:19])[S:18]/2)[CH2:9][CH2:8]1.C(N(C(C)C)C(C)C)C.[CH3:44][O:45][CH2:46][CH2:47][NH:48][CH2:49][CH2:50][O:51][CH3:52].F[P-](F)(F)(F)(F)F.C(C(=NO[C+](N(C)C)N1CCOCC1)C(OCC)=O)#N. Product: [F:34][C:3]([F:2])([F:33])[C:4]1[CH:28]=[C:27]([C:29]([F:31])([F:32])[F:30])[CH:26]=[CH:25][C:5]=1[CH2:6][N:7]1[CH2:12][CH2:11][CH:10](/[CH:13]=[C:14]2/[C:15]([NH:20][CH2:21][C:22]([N:48]([CH2:49][CH2:50][O:51][CH3:52])[CH2:47][CH2:46][O:45][CH3:44])=[O:23])=[N:16][C:17](=[O:19])[S:18]/2)[CH2:9][CH2:8]1. The catalyst class is: 18. (8) Reactant: [NH2:1][N:2]1[C:11]2[C:6](=[CH:7][CH:8]=[CH:9][CH:10]=2)[C:5]([OH:12])=[C:4]([C:13]2[NH:18][C:17]3[CH:19]=[CH:20][C:21]([O:23][CH2:24][C:25]4[CH:30]=[CH:29][CH:28]=[CH:27][CH:26]=4)=[CH:22][C:16]=3[S:15](=[O:32])(=[O:31])[N:14]=2)[C:3]1=[O:33].C(O[CH:37](OCC)[CH2:38][CH3:39])C. Product: [CH2:24]([O:23][C:21]1[CH:20]=[CH:19][C:17]2[NH:18][C:13]([C:4]3[C:3](=[O:33])[N:2]([N:1]=[CH:37][CH2:38][CH3:39])[C:11]4[C:6]([C:5]=3[OH:12])=[CH:7][CH:8]=[CH:9][CH:10]=4)=[N:14][S:15](=[O:32])(=[O:31])[C:16]=2[CH:22]=1)[C:25]1[CH:26]=[CH:27][CH:28]=[CH:29][CH:30]=1. The catalyst class is: 80.